This data is from Full USPTO retrosynthesis dataset with 1.9M reactions from patents (1976-2016). The task is: Predict the reactants needed to synthesize the given product. (1) Given the product [CH2:12]([O:11][C@H:10]1[C@H:9]([O:19][CH2:20][C:21]2[CH:26]=[CH:25][CH:24]=[CH:23][CH:22]=2)[C@@H:8]([CH2:27][O:28][CH2:29][C:30]2[CH:35]=[CH:34][CH:33]=[CH:32][CH:31]=2)[O:7][C@H:6]([O:36][C@H:37]2[C@@H:49]([O:50][CH2:51][C:52]3[CH:53]=[CH:54][CH:55]=[CH:56][CH:57]=3)[C@H:48]([O:58][CH2:59][C:60]3[CH:65]=[CH:64][CH:63]=[CH:62][CH:61]=3)[C@@H:47]([CH2:66][O:67][CH2:68][C:69]3[CH:74]=[CH:73][CH:72]=[CH:71][CH:70]=3)[O:46][C@@H:38]2[S:39][C:40]2[CH:45]=[CH:44][CH:43]=[CH:42][CH:41]=2)[C@H:5]1[OH:4])[C:13]1[CH:14]=[CH:15][CH:16]=[CH:17][CH:18]=1, predict the reactants needed to synthesize it. The reactants are: C([O:4][C@H:5]1[C@@H:10]([O:11][CH2:12][C:13]2[CH:18]=[CH:17][CH:16]=[CH:15][CH:14]=2)[C@H:9]([O:19][CH2:20][C:21]2[CH:26]=[CH:25][CH:24]=[CH:23][CH:22]=2)[C@@H:8]([CH2:27][O:28][CH2:29][C:30]2[CH:35]=[CH:34][CH:33]=[CH:32][CH:31]=2)[O:7][C@@H:6]1[O:36][C@H:37]1[C@@H:49]([O:50][CH2:51][C:52]2[CH:57]=[CH:56][CH:55]=[CH:54][CH:53]=2)[C@H:48]([O:58][CH2:59][C:60]2[CH:65]=[CH:64][CH:63]=[CH:62][CH:61]=2)[C@@H:47]([CH2:66][O:67][CH2:68][C:69]2[CH:74]=[CH:73][CH:72]=[CH:71][CH:70]=2)[O:46][C@@H:38]1[S:39][C:40]1[CH:45]=[CH:44][CH:43]=[CH:42][CH:41]=1)(=O)C.[Na]. (2) Given the product [Cl:22][C:23]1[CH:24]=[CH:25][C:26]([CH2:29][CH2:30][C@H:31]2[C:40]3[C:35](=[CH:36][C:37]([O:43][CH3:44])=[C:38]([O:41][CH3:42])[CH:39]=3)[CH2:34][CH2:33][N:32]2[C@H:4]([C:5]2[CH:6]=[CH:7][CH:8]=[CH:9][CH:10]=2)[C:1]([NH2:2])=[O:3])=[CH:27][CH:28]=1, predict the reactants needed to synthesize it. The reactants are: [C:1]([CH:4](OS(C1C=CC(C)=CC=1)(=O)=O)[C:5]1[CH:10]=[CH:9][CH:8]=[CH:7][CH:6]=1)(=[O:3])[NH2:2].[Cl:22][C:23]1[CH:28]=[CH:27][C:26]([CH2:29][CH2:30][C@H:31]2[C:40]3[C:35](=[CH:36][C:37]([O:43][CH3:44])=[C:38]([O:41][CH3:42])[CH:39]=3)[CH2:34][CH2:33][NH:32]2)=[CH:25][CH:24]=1. (3) The reactants are: C([O-])(C)(C)C.[K+].[C:7]([C:9]1[CH:10]=[C:11]2[C:15](=[CH:16][CH:17]=1)[NH:14][C:13](=[O:18])[C:12]2([C:20]1[CH:25]=[CH:24][CH:23]=[CH:22][C:21]=1[O:26][CH2:27][CH3:28])[OH:19])#[N:8].[CH3:29][O:30][C:31]1[CH:36]=[C:35]([O:37][CH3:38])[CH:34]=[CH:33][C:32]=1[S:39](Cl)(=[O:41])=[O:40].CO. Given the product [C:7]([C:9]1[CH:10]=[C:11]2[C:15](=[CH:16][CH:17]=1)[N:14]([S:39]([C:32]1[CH:33]=[CH:34][C:35]([O:37][CH3:38])=[CH:36][C:31]=1[O:30][CH3:29])(=[O:41])=[O:40])[C:13](=[O:18])[C:12]2([OH:19])[C:20]1[CH:25]=[CH:24][CH:23]=[CH:22][C:21]=1[O:26][CH2:27][CH3:28])#[N:8], predict the reactants needed to synthesize it. (4) Given the product [Cl:14][C:15]1[CH:20]=[CH:19][C:18]([OH:21])=[C:17]([C:22]2[CH:27]=[CH:26][N:25]=[C:24]([N:4]3[CH2:5][CH2:6][N:1]([C:7]([O:9][C:10]([CH3:13])([CH3:12])[CH3:11])=[O:8])[CH2:2][CH2:3]3)[N:23]=2)[CH:16]=1, predict the reactants needed to synthesize it. The reactants are: [N:1]1([C:7]([O:9][C:10]([CH3:13])([CH3:12])[CH3:11])=[O:8])[CH2:6][CH2:5][NH:4][CH2:3][CH2:2]1.[Cl:14][C:15]1[CH:20]=[CH:19][C:18]([OH:21])=[C:17]([C:22]2[CH:27]=[CH:26][N:25]=[C:24](Cl)[N:23]=2)[CH:16]=1.C(N(CC)CC)C.C(O)(C)C. (5) Given the product [ClH:31].[C:12]([C:16]1[N:17]=[C:18]([CH:32]2[CH2:33][CH2:34][CH2:35]2)[CH:19]=[C:20]([N:22]2[CH2:27][CH2:26][N:25]([CH2:28][CH2:29][CH2:30][S:1][C:2]3[CH:7]=[CH:6][N:5]=[CH:4][CH:3]=3)[CH2:24][CH2:23]2)[N:21]=1)([CH3:15])([CH3:13])[CH3:14], predict the reactants needed to synthesize it. The reactants are: [SH:1][C:2]1[CH:7]=[CH:6][N:5]=[CH:4][CH:3]=1.[OH-].[Li+].[I-].[Na+].[C:12]([C:16]1[N:21]=[C:20]([N:22]2[CH2:27][CH2:26][N:25]([CH2:28][CH2:29][CH2:30][Cl:31])[CH2:24][CH2:23]2)[CH:19]=[C:18]([CH:32]2[CH2:35][CH2:34][CH2:33]2)[N:17]=1)([CH3:15])([CH3:14])[CH3:13]. (6) Given the product [NH:12]1[C:13]2[CH:19]=[CH:18][CH:17]=[CH:16][C:14]=2[N:15]=[C:11]1[CH:8]([C:6]1[CH:5]=[CH:4][N:3]=[C:2]([NH:23][CH:20]2[CH2:22][CH2:21]2)[N:7]=1)[C:9]#[N:10], predict the reactants needed to synthesize it. The reactants are: Cl[C:2]1[N:7]=[C:6]([CH:8]([CH:11]2[NH:15][C:14]3[CH:16]=[CH:17][CH:18]=[CH:19][C:13]=3[NH:12]2)[C:9]#[N:10])[CH:5]=[CH:4][N:3]=1.[CH:20]1([NH2:23])[CH2:22][CH2:21]1. (7) Given the product [ClH:27].[CH3:1][N:2]1[C:14]2[C:13]3[N:12]=[C:11]([NH:15][C:16]4[CH:21]=[CH:20][CH:19]=[CH:18][N:17]=4)[N:10]=[CH:9][C:8]=3[CH2:7][CH2:6][C:5]=2[C:4]([C:22]([NH2:24])=[O:23])=[N:3]1, predict the reactants needed to synthesize it. The reactants are: [CH3:1][N:2]1[C:14]2[C:13]3[N:12]=[C:11]([NH:15][C:16]4[CH:21]=[CH:20][CH:19]=[CH:18][N:17]=4)[N:10]=[CH:9][C:8]=3[CH2:7][CH2:6][C:5]=2[C:4]([C:22]([NH2:24])=[O:23])=[N:3]1.CO.[Cl:27]CCl.Cl. (8) The reactants are: [CH2:1]([O:3][C:4](=[O:36])[CH:5]=[CH:6][C:7]1[CH:8]=[C:9]2[C:13](=[CH:14][CH:15]=1)[N:12]([CH3:16])[CH:11]=[C:10]2[C:17]1[N:25]([S:26]([C:29]2[CH:34]=[CH:33][C:32]([CH3:35])=[CH:31][CH:30]=2)(=[O:28])=[O:27])[C:20]2=[N:21][CH:22]=[CH:23][CH:24]=[C:19]2[CH:18]=1)[CH3:2]. Given the product [CH2:1]([O:3][C:4](=[O:36])[CH2:5][CH2:6][C:7]1[CH:8]=[C:9]2[C:13](=[CH:14][CH:15]=1)[N:12]([CH3:16])[CH:11]=[C:10]2[C:17]1[N:25]([S:26]([C:29]2[CH:34]=[CH:33][C:32]([CH3:35])=[CH:31][CH:30]=2)(=[O:27])=[O:28])[C:20]2=[N:21][CH:22]=[CH:23][CH:24]=[C:19]2[CH:18]=1)[CH3:2], predict the reactants needed to synthesize it. (9) Given the product [Cl:19][C:20]1[CH:21]=[CH:22][C:23]([C@H:26]2[N:34]3[C@@H:29]([CH2:30][CH2:31]/[C:32](=[CH:8]\[C:7]4[CH:10]=[CH:11][C:12]([N:13]5[CH:17]=[C:16]([CH3:18])[N:15]=[CH:14]5)=[C:5]([O:4][CH3:3])[CH:6]=4)/[C:33]3=[O:35])[CH2:28][CH2:27]2)=[CH:24][CH:25]=1, predict the reactants needed to synthesize it. The reactants are: [OH-].[Li+].[CH3:3][O:4][C:5]1[CH:6]=[C:7]([CH:10]=[CH:11][C:12]=1[N:13]1[CH:17]=[C:16]([CH3:18])[N:15]=[CH:14]1)[CH:8]=O.[Cl:19][C:20]1[CH:25]=[CH:24][C:23]([C@H:26]2[N:34]3[C@@H:29]([CH2:30][CH2:31][CH:32](P(=O)(OCC)OCC)[C:33]3=[O:35])[CH2:28][CH2:27]2)=[CH:22][CH:21]=1.C(O)C.